From a dataset of Peptide-MHC class I binding affinity with 185,985 pairs from IEDB/IMGT. Regression. Given a peptide amino acid sequence and an MHC pseudo amino acid sequence, predict their binding affinity value. This is MHC class I binding data. (1) The peptide sequence is INTLESMMK. The MHC is HLA-B48:01 with pseudo-sequence HLA-B48:01. The binding affinity (normalized) is 0.0847. (2) The peptide sequence is IMKDGRVLVV. The MHC is HLA-A02:03 with pseudo-sequence HLA-A02:03. The binding affinity (normalized) is 0.833. (3) The peptide sequence is RYGFVANFS. The MHC is HLA-A26:01 with pseudo-sequence HLA-A26:01. The binding affinity (normalized) is 0. (4) The peptide sequence is ISAAYKGI. The MHC is H-2-Db with pseudo-sequence H-2-Db. The binding affinity (normalized) is 0.00610. (5) The peptide sequence is TRDHVNLVL. The MHC is HLA-A02:03 with pseudo-sequence HLA-A02:03. The binding affinity (normalized) is 0.0847. (6) The peptide sequence is IFLFILLLCL. The MHC is Patr-A0701 with pseudo-sequence Patr-A0701. The binding affinity (normalized) is 0.509. (7) The peptide sequence is LHDAIMVEL. The MHC is HLA-B07:02 with pseudo-sequence HLA-B07:02. The binding affinity (normalized) is 0.0847. (8) The peptide sequence is TASLVMLLVH. The MHC is HLA-B57:01 with pseudo-sequence HLA-B57:01. The binding affinity (normalized) is 0.177.